The task is: Predict which catalyst facilitates the given reaction.. This data is from Catalyst prediction with 721,799 reactions and 888 catalyst types from USPTO. (1) Reactant: [CH3:1][O:2][C:3]1[CH:4]=[C:5]([NH2:14])[C:6](=[CH:10][C:11]=1[O:12][CH3:13])[C:7](O)=[O:8].[CH:15]([NH2:17])=O. Product: [CH3:13][O:12][C:11]1[CH:10]=[C:6]2[C:5](=[CH:4][C:3]=1[O:2][CH3:1])[N:14]=[CH:15][NH:17][C:7]2=[O:8]. The catalyst class is: 6. (2) Reactant: [OH:1][C:2]([CH3:23])([CH3:22])[CH:3]([N:5]1[C:13]2[C:8](=[CH:9][CH:10]=[CH:11][CH:12]=2)[C:7]([C:14]([O:16][C:17]([CH3:20])([CH3:19])[CH3:18])=[O:15])=[C:6]1[CH3:21])[CH3:4].[H-].[Na+].I[CH3:27]. Product: [CH3:27][O:1][C:2]([CH3:22])([CH3:23])[CH:3]([N:5]1[C:13]2[C:8](=[CH:9][CH:10]=[CH:11][CH:12]=2)[C:7]([C:14]([O:16][C:17]([CH3:20])([CH3:19])[CH3:18])=[O:15])=[C:6]1[CH3:21])[CH3:4]. The catalyst class is: 1. (3) Reactant: C=CO.C(=O)(O)[O-].[Na+].N(C(C(C)C)C#N)=NC(C(C)C)C#N.[CH2:23]([CH:25]=[C:26]([CH2:30][CH2:31][CH2:32][CH2:33]CC)[C:27]([OH:29])=O)C.[C:36]([O:41][CH3:42])(=[O:40])[C:37]([CH3:39])=[CH2:38]. Product: [C:36]([O:41][CH3:42])(=[O:40])[C:37]([CH3:39])=[CH2:38].[C:36]([O:29][CH2:27][CH:26]([CH2:25][CH3:23])[CH2:30][CH2:31][CH2:32][CH3:33])(=[O:40])[CH:37]=[CH2:38]. The catalyst class is: 24.